From a dataset of Full USPTO retrosynthesis dataset with 1.9M reactions from patents (1976-2016). Predict the reactants needed to synthesize the given product. (1) Given the product [Cl:1][C:2]1[CH:3]=[CH:4][C:5]([CH2:6][NH:7][C:8](=[O:9])[NH:10][N:11]([CH2:13][C:14]([NH:19][C@@H:20]([CH2:43][C:44](=[O:45])[NH:46][C:47]([C:54]2[CH:55]=[CH:56][CH:57]=[CH:58][CH:59]=2)([C:48]2[CH:49]=[CH:50][CH:51]=[CH:52][CH:53]=2)[C:60]2[CH:61]=[CH:62][CH:63]=[CH:64][CH:65]=2)[C:21]([N:23]([CH2:33][C:34]2[C:35]3[CH:42]=[CH:41][CH:40]=[CH:39][C:36]=3[S:37][CH:38]=2)[C@@H:24]([CH3:32])[CH:25]([O:26][CH2:27][CH3:28])[O:29][CH2:30][CH3:31])=[O:22])=[O:16])[CH3:12])=[CH:17][CH:18]=1, predict the reactants needed to synthesize it. The reactants are: [Cl:1][C:2]1[CH:18]=[CH:17][C:5]([CH2:6][NH:7][C:8]([NH:10][N:11]([CH2:13][C:14]([OH:16])=O)[CH3:12])=[O:9])=[CH:4][CH:3]=1.[NH2:19][C@@H:20]([CH2:43][C:44]([NH:46][C:47]([C:60]1[CH:65]=[CH:64][CH:63]=[CH:62][CH:61]=1)([C:54]1[CH:59]=[CH:58][CH:57]=[CH:56][CH:55]=1)[C:48]1[CH:53]=[CH:52][CH:51]=[CH:50][CH:49]=1)=[O:45])[C:21]([N:23]([CH2:33][C:34]1[C:35]2[CH:42]=[CH:41][CH:40]=[CH:39][C:36]=2[S:37][CH:38]=1)[C@@H:24]([CH3:32])[CH:25]([O:29][CH2:30][CH3:31])[O:26][CH2:27][CH3:28])=[O:22]. (2) Given the product [C:1]([O:5][C:6](=[O:13])[NH:7][C@@H:8]1[CH2:12][CH2:11][N:10]([C:18](=[O:19])[C:17]2[C:21]([O:25][CH3:26])=[CH:22][CH:23]=[CH:24][C:16]=2[O:15][CH3:14])[CH2:9]1)([CH3:4])([CH3:2])[CH3:3], predict the reactants needed to synthesize it. The reactants are: [C:1]([O:5][C:6](=[O:13])[NH:7][C@@H:8]1[CH2:12][CH2:11][NH:10][CH2:9]1)([CH3:4])([CH3:3])[CH3:2].[CH3:14][O:15][C:16]1[CH:24]=[CH:23][CH:22]=[C:21]([O:25][CH3:26])[C:17]=1[C:18](Cl)=[O:19].CCN(CC)CC. (3) Given the product [F:30][C:27]([F:28])([F:29])[C:23]1[CH:22]=[C:21]([C:19]2[O:18][N:17]=[C:16]([C:14](=[O:15])[CH3:4])[CH:20]=2)[CH:26]=[CH:25][CH:24]=1, predict the reactants needed to synthesize it. The reactants are: C[Mg]I.[CH2:4](N(CC)CC)C.C(O[C:14]([C:16]1[CH:20]=[C:19]([C:21]2[CH:26]=[CH:25][CH:24]=[C:23]([C:27]([F:30])([F:29])[F:28])[CH:22]=2)[O:18][N:17]=1)=[O:15])C.Cl. (4) Given the product [Cl:1][C:2]1[N:7]=[C:6]([NH:10][C:11]2[CH:15]=[C:14]([CH:16]3[CH2:18][CH2:17]3)[NH:13][N:12]=2)[C:5]([Cl:9])=[CH:4][N:3]=1, predict the reactants needed to synthesize it. The reactants are: [Cl:1][C:2]1[N:7]=[C:6](Cl)[C:5]([Cl:9])=[CH:4][N:3]=1.[NH2:10][C:11]1[CH:15]=[C:14]([CH:16]2[CH2:18][CH2:17]2)[NH:13][N:12]=1.C(N(CC)CC)C.